This data is from Reaction yield outcomes from USPTO patents with 853,638 reactions. The task is: Predict the reaction yield, written as a fraction of the theoretical maximum amount of product (1.0 means a 100% yield; for example, 0.34 means a 34% yield). (1) The reactants are [O:1]1[CH:5]=[C:4]([C:6]([O:8][CH2:9][CH3:10])=[O:7])[N:3]=[CH:2]1.[CH:11]1[C:16](Br)=[CH:15][C:14]2[O:18][C:19]([F:22])([F:21])[O:20][C:13]=2[CH:12]=1.C1(P(C2CCCCC2)C2C=CC=CC=2C2C=CC=CC=2)CCCCC1.C(=O)([O-])[O-].[Cs+].[Cs+]. The catalyst is O1CCOCC1.CC([O-])=O.CC([O-])=O.[Pd+2]. The product is [CH2:9]([O:8][C:6]([C:4]1[N:3]=[C:2]([C:16]2[CH:11]=[CH:12][C:13]3[O:20][C:19]([F:21])([F:22])[O:18][C:14]=3[CH:15]=2)[O:1][CH:5]=1)=[O:7])[CH3:10]. The yield is 0.470. (2) The catalyst is C1(C)C=CC=CC=1.O. The yield is 0.700. The reactants are [Cl:1][C:2]1[N:3]=[C:4]([N:14]2[CH2:19][CH2:18][O:17][CH2:16][CH2:15]2)[C:5]2[S:10][C:9]([CH:11]=O)=[C:8]([CH3:13])[C:6]=2[N:7]=1.C1COCC1.[CH3:25][NH2:26]. The product is [Cl:1][C:2]1[N:3]=[C:4]([N:14]2[CH2:19][CH2:18][O:17][CH2:16][CH2:15]2)[C:5]2[S:10][C:9]([CH2:11][NH:26][CH3:25])=[C:8]([CH3:13])[C:6]=2[N:7]=1.